From a dataset of Full USPTO retrosynthesis dataset with 1.9M reactions from patents (1976-2016). Predict the reactants needed to synthesize the given product. (1) Given the product [CH2:8]([NH:7][C:5](=[O:6])[N:4]([C:17]1[CH:18]=[C:19]([C:23]2[CH:24]=[CH:25][C:45]([CH2:46][CH2:38][C:37]([OH:40])=[O:39])=[CH:44][C:43]=2[CH3:42])[CH:20]=[CH:21][CH:22]=1)[CH3:3])[CH2:9][CH2:10][CH2:11][CH2:12][CH2:13][CH3:14], predict the reactants needed to synthesize it. The reactants are: [OH-].[Na+].[CH3:3][N:4]([C:17]1[CH:18]=[C:19]([C:23]2C=CC(CCC(OCC)=O)=[CH:25][CH:24]=2)[CH:20]=[CH:21][CH:22]=1)[C:5]([NH:7][CH2:8][CH2:9][CH2:10][C:11]1C=C[CH:14]=[CH:13][CH:12]=1)=[O:6].O.[C:37]([OH:40])(=[O:39])[CH3:38].O1[CH2:45][CH2:44][CH2:43][CH2:42]1.[CH3:46]O. (2) Given the product [F:10][C:9]1[C:2]([F:1])=[C:3]([CH:4]=[O:5])[CH:6]=[C:7]([F:12])[C:8]=1[O:11][C:14]1[CH:21]=[CH:20][C:17]([C:18]#[N:19])=[CH:16][N:15]=1, predict the reactants needed to synthesize it. The reactants are: [F:1][C:2]1[C:9]([F:10])=[C:8]([OH:11])[C:7]([F:12])=[CH:6][C:3]=1[CH:4]=[O:5].Cl[C:14]1[CH:21]=[CH:20][C:17]([C:18]#[N:19])=[CH:16][N:15]=1.C([O-])([O-])=O.[K+].[K+]. (3) Given the product [CH2:20]([CH:22]([CH2:37][CH2:38][CH2:39][CH3:40])[CH2:23][O:24][P:25]([O-:36])([O:26][CH2:27][CH:28]([CH2:33][CH3:34])[CH2:29][CH2:30][CH2:31][CH3:32])=[O:35])[CH3:21].[Nd+:2], predict the reactants needed to synthesize it. The reactants are: [O-2].[Nd+3:2].[O-2].[O-2].[Nd+3].[Nd].[N+]([O-])([O-])=O.[Nd+3].[N+]([O-])([O-])=O.[N+]([O-])([O-])=O.[CH2:20]([CH:22]([CH2:37][CH2:38][CH2:39][CH3:40])[CH2:23][O:24][P:25](=[O:36])([OH:35])[O:26][CH2:27][CH:28]([CH2:33][CH3:34])[CH2:29][CH2:30][CH2:31][CH3:32])[CH3:21].CC1CCCCC1. (4) Given the product [Cl:1][C:2]1[CH:3]=[C:4]2[C:9](=[CH:10][C:11]=1[C:12]([N:70]1[CH2:76][CH2:75][CH2:74][NH:73][CH2:72][CH2:71]1)=[O:14])[N:8]=[CH:7][N:6]=[C:5]2[NH:15][CH:16]([C:18]1[NH:22][C:21]2[CH:23]=[CH:24][C:25]([Cl:27])=[CH:26][C:20]=2[N:19]=1)[CH3:17], predict the reactants needed to synthesize it. The reactants are: [Cl:1][C:2]1[CH:3]=[C:4]2[C:9](=[CH:10][C:11]=1[C:12]([OH:14])=O)[N:8]=[CH:7][N:6]=[C:5]2[NH:15][CH:16]([C:18]1[NH:22][C:21]2[CH:23]=[CH:24][C:25]([Cl:27])=[CH:26][C:20]=2[N:19]=1)[CH3:17].FC1C(OC(N(C)C)=[N+](C)C)=C(F)C(F)=C(F)C=1F.F[P-](F)(F)(F)(F)F.C(N(C(C)C)CC)(C)C.C(OC([N:70]1[CH2:76][CH2:75][CH2:74][NH:73][CH2:72][CH2:71]1)=O)(C)(C)C.FC(F)(F)C(O)=O. (5) Given the product [N:19]1[C:28]2[C:23](=[CH:24][CH:25]=[CH:26][CH:27]=2)[CH:22]=[C:21]([C:2]2[N:3]=[C:4]3[CH:9]=[CH:8][C:7]([C:10]4[CH:11]=[C:12]([CH2:16][OH:17])[CH:13]=[CH:14][CH:15]=4)=[CH:6][N:5]3[CH:18]=2)[CH:20]=1, predict the reactants needed to synthesize it. The reactants are: Cl[C:2]1[N:3]=[C:4]2[CH:9]=[CH:8][C:7]([C:10]3[CH:11]=[C:12]([CH2:16][OH:17])[CH:13]=[CH:14][CH:15]=3)=[CH:6][N:5]2[CH:18]=1.[N:19]1[C:28]2[C:23](=[CH:24][CH:25]=[CH:26][CH:27]=2)[CH:22]=[C:21](B(O)O)[CH:20]=1.C1(P(C2CCCCC2)C2C=CC=CC=2C2C(OC)=CC=CC=2OC)CCCCC1.[O-]P([O-])([O-])=O.[K+].[K+].[K+].